From a dataset of Catalyst prediction with 721,799 reactions and 888 catalyst types from USPTO. Predict which catalyst facilitates the given reaction. (1) Reactant: [F:1][C:2]1[CH:7]=[C:6]([F:8])[C:5]([F:9])=[CH:4][C:3]=1[C@H:10]1[CH2:19][CH2:18][C:13]2(OCC[O:14]2)[CH2:12][C@@H:11]1[NH:20][C:21](=[O:30])[O:22][CH2:23][C:24]1[CH:29]=[CH:28][CH:27]=[CH:26][CH:25]=1.O1CCOCC1.O. Product: [O:14]=[C:13]1[CH2:12][C@H:11]([NH:20][C:21](=[O:30])[O:22][CH2:23][C:24]2[CH:25]=[CH:26][CH:27]=[CH:28][CH:29]=2)[C@@H:10]([C:3]2[CH:4]=[C:5]([F:9])[C:6]([F:8])=[CH:7][C:2]=2[F:1])[CH2:19][CH2:18]1. The catalyst class is: 65. (2) Reactant: [C:1]([NH:4][NH:5][C:6]([C:8]1[C:16]2[C:15]([C:17]3[CH:22]=[CH:21][CH:20]=[C:19]([N+:23]([O-:25])=[O:24])[CH:18]=3)=[N:14][CH:13]=[N:12][C:11]=2[N:10]([CH2:26][O:27][CH2:28][CH2:29][Si:30]([CH3:33])([CH3:32])[CH3:31])[CH:9]=1)=O)(=[O:3])[CH3:2].N1C=CN=C1.C(Br)(Br)(Br)Br.C1C=CC(P(C2C=CC=CC=2)C2C=CC=CC=2)=CC=1. Product: [CH3:2][C:1]1[O:3][C:6]([C:8]2[C:16]3[C:15]([C:17]4[CH:22]=[CH:21][CH:20]=[C:19]([N+:23]([O-:25])=[O:24])[CH:18]=4)=[N:14][CH:13]=[N:12][C:11]=3[N:10]([CH2:26][O:27][CH2:28][CH2:29][Si:30]([CH3:31])([CH3:33])[CH3:32])[CH:9]=2)=[N:5][N:4]=1. The catalyst class is: 4. (3) Reactant: [Br:1][C:2]1[CH:9]=[C:8]([N:10]2[CH2:14][CH2:13][CH2:12][CH2:11]2)[CH:7]=[CH:6][C:3]=1[C:4]#[N:5].P12(SP3(SP(SP(S3)(S1)=S)(=S)S2)=S)=[S:16]. Product: [Br:1][C:2]1[CH:9]=[C:8]([N:10]2[CH2:14][CH2:13][CH2:12][CH2:11]2)[CH:7]=[CH:6][C:3]=1[C:4](=[S:16])[NH2:5]. The catalyst class is: 5.